This data is from Forward reaction prediction with 1.9M reactions from USPTO patents (1976-2016). The task is: Predict the product of the given reaction. (1) Given the reactants [C:1]([C:3]1[CH:8]=[CH:7][C:6]([NH:9][C:10](=[O:18])[CH2:11][CH:12]([CH3:17])[CH2:13][C:14]([OH:16])=[O:15])=[CH:5][CH:4]=1)#[N:2].[C:19](OCC)(=O)C, predict the reaction product. The product is: [C:1]([C:3]1[CH:8]=[CH:7][C:6]([NH:9][C:10](=[O:18])[CH2:11][CH:12]([CH3:17])[CH2:13][C:14]([O:16][CH3:19])=[O:15])=[CH:5][CH:4]=1)#[N:2]. (2) Given the reactants [CH2:1]([O:8][C:9]1[CH:18]=[C:17]2[C:12]([C:13]([NH:20][C:21]3[CH:25]=[C:24]([CH3:26])[NH:23][N:22]=3)=[N:14][C:15](Cl)=[N:16]2)=[CH:11][C:10]=1[O:27][CH3:28])[C:2]1[CH:7]=[CH:6][CH:5]=[CH:4][CH:3]=1.[C:29]1([SH:35])[CH:34]=[CH:33][CH:32]=[CH:31][CH:30]=1, predict the reaction product. The product is: [CH2:1]([O:8][C:9]1[CH:18]=[C:17]2[C:12]([C:13]([NH:20][C:21]3[CH:25]=[C:24]([CH3:26])[NH:23][N:22]=3)=[N:14][C:15]([S:35][C:29]3[CH:34]=[CH:33][CH:32]=[CH:31][CH:30]=3)=[N:16]2)=[CH:11][C:10]=1[O:27][CH3:28])[C:2]1[CH:7]=[CH:6][CH:5]=[CH:4][CH:3]=1.